This data is from Forward reaction prediction with 1.9M reactions from USPTO patents (1976-2016). The task is: Predict the product of the given reaction. (1) Given the reactants [CH:1]([C:4]1[CH:9]=[CH:8][C:7]([C:10]2[CH:15]=[CH:14][CH:13]=[CH:12][C:11]=2[CH2:16]O)=[CH:6][CH:5]=1)([CH3:3])[CH3:2].O=S(Cl)[Cl:20], predict the reaction product. The product is: [Cl:20][CH2:16][C:11]1[CH:12]=[CH:13][CH:14]=[CH:15][C:10]=1[C:7]1[CH:8]=[CH:9][C:4]([CH:1]([CH3:3])[CH3:2])=[CH:5][CH:6]=1. (2) The product is: [C:6]([C:9]1[CH:25]=[C:24]([C:26]#[N:27])[CH:23]=[CH:22][C:10]=1[NH:11][S:12]([C:15]1[CH:16]=[CH:17][C:18]([CH3:21])=[CH:19][CH:20]=1)(=[O:14])=[O:13])#[N:7]. Given the reactants P(Cl)(Cl)(Cl)=O.[C:6]([C:9]1[CH:25]=[C:24]([C:26](=O)[NH2:27])[CH:23]=[CH:22][C:10]=1[NH:11][S:12]([C:15]1[CH:20]=[CH:19][C:18]([CH3:21])=[CH:17][CH:16]=1)(=[O:14])=[O:13])(=O)[NH2:7], predict the reaction product. (3) Given the reactants [NH:1]1[C:9]2[C:4](=[CH:5][CH:6]=[CH:7][CH:8]=2)[C:3]([CH:10]=[C:11]2[C:15](=[O:16])[C:14]3[CH:17]=[CH:18][C:19]([O:30][CH3:31])=[C:20](C4C=CCCN4C([O-])=O)[C:13]=3[O:12]2)=[N:2]1.Cl.O1[CH2:38][CH2:37]OCC1, predict the reaction product. The product is: [NH:1]1[C:9]2[C:4](=[CH:5][CH:6]=[CH:7][CH:8]=2)[C:3](/[CH:10]=[C:11]2\[O:12][C:13]3[C:20]([C:7]4[CH2:8][CH2:9][NH:1][CH2:37][CH:38]=4)=[C:19]([O:30][CH3:31])[CH:18]=[CH:17][C:14]=3[C:15]\2=[O:16])=[N:2]1. (4) Given the reactants C(NC(C)C)(C)C.[Li]CCCC.[C:13]([O:17][C:18]([N:20]1[CH2:27][CH2:26][C:25](=[O:28])[C:22]2([CH2:24][CH2:23]2)[CH2:21]1)=[O:19])([CH3:16])([CH3:15])[CH3:14].[CH3:29][O:30][C:31](C#N)=[O:32].N, predict the reaction product. The product is: [CH3:29][O:30][C:31]([CH:26]1[C:25](=[O:28])[C:22]2([CH2:23][CH2:24]2)[CH2:21][N:20]([C:18]([O:17][C:13]([CH3:16])([CH3:14])[CH3:15])=[O:19])[CH2:27]1)=[O:32]. (5) Given the reactants [N:1]1[CH:6]=[CH:5][CH:4]=[C:3]([C:7]2[CH:8]=[C:9]3[C:19]4[C:14](=[N:15][CH:16]=[C:17]([C:20]5[CH:25]=CC(N6CCN(C(OC(C)(C)C)=O)CC6)=[CH:22][CH:21]=5)[CH:18]=4)[NH:13][C:10]3=[CH:11][N:12]=2)[CH:2]=1.BrC1C=C2C3C(=CN=C(C4C=NC=CC=4)C=3)NC2=NC=1.CC1C(B2OC(C)(C)C(C)(C)O2)=C[N:63]=[C:62]([N:75]2[CH2:80][CH2:79][N:78]([C:81]([O:83][C:84]([CH3:87])([CH3:86])[CH3:85])=[O:82])[CH2:77][CH2:76]2)[CH:61]=1, predict the reaction product. The product is: [CH3:22][C:21]1[C:20]([C:17]2[CH:18]=[C:19]3[C:9]4[C:10](=[CH:11][N:12]=[C:7]([C:3]5[CH:2]=[N:1][CH:6]=[CH:5][CH:4]=5)[CH:8]=4)[NH:13][C:14]3=[N:15][CH:16]=2)=[CH:25][N:63]=[C:62]([N:75]2[CH2:80][CH2:79][N:78]([C:81]([O:83][C:84]([CH3:87])([CH3:86])[CH3:85])=[O:82])[CH2:77][CH2:76]2)[CH:61]=1. (6) Given the reactants C1(C2N=NC(NNC(=O)CC3C=C4C(=CC=3)N=CC=C4)=NC=2)C=CC=CC=1.[CH3:28][O:29][C:30]([C:32]1[CH:37]=[CH:36][C:35]([C:38]2[N:43]=[N:42][C:41]([NH:44][NH:45][C:46](=O)[CH2:47][O:48][C:49]3[C:58]4[C:53](=[CH:54][CH:55]=[CH:56][CH:57]=4)[N:52]=[CH:51][CH:50]=3)=[N:40][CH:39]=2)=[CH:34][CH:33]=1)=[O:31], predict the reaction product. The product is: [N:52]1[C:53]2[C:58](=[CH:57][CH:56]=[CH:55][CH:54]=2)[C:49]([O:48][CH2:47][C:46]2[N:42]3[N:43]=[C:38]([C:35]4[CH:36]=[CH:37][C:32]([C:30]([O:29][CH3:28])=[O:31])=[CH:33][CH:34]=4)[CH:39]=[N:40][C:41]3=[N:44][N:45]=2)=[CH:50][CH:51]=1.